Dataset: Reaction yield outcomes from USPTO patents with 853,638 reactions. Task: Predict the reaction yield, written as a fraction of the theoretical maximum amount of product (1.0 means a 100% yield; for example, 0.34 means a 34% yield). The reactants are [N:1]1[CH:6]=[CH:5][C:4]([CH:7]([N:10]2C(=O)C3C(=CC=CC=3)C2=O)[CH2:8][CH3:9])=[N:3][CH:2]=1.O.NN. The catalyst is CO. The product is [N:1]1[CH:6]=[CH:5][C:4]([CH:7]([NH2:10])[CH2:8][CH3:9])=[N:3][CH:2]=1. The yield is 0.840.